This data is from Forward reaction prediction with 1.9M reactions from USPTO patents (1976-2016). The task is: Predict the product of the given reaction. (1) Given the reactants N[C@@H]1CCN(C2N=C3C(N=CN3[C@@H]3C[C@H](N4N=NC(CC)=N4)[C@@H](O)[C@H]3O)=C(NCC(C3C=CC=CC=3)C3C=CC=CC=3)N=2)C1.[ClH:45].[C:46]1([CH:52]([C:94]2[CH:99]=[CH:98][CH:97]=[CH:96][CH:95]=2)[CH2:53][NH:54][C:55]2[N:63]=[C:62]([N:64]3[CH2:68][CH2:67][C@@H:66]([NH:69][C:70]([NH:72][CH2:73]C4C=CC=CN=4)=[O:71])[CH2:65]3)[N:61]=[C:60]3[C:56]=2[N:57]=[CH:58][N:59]3[C@@H:80]2[CH2:84][C@H:83]([N:85]3[N:89]=[N:88][C:87]([CH2:90][CH3:91])=[N:86]3)[C@@H:82]([OH:92])[C@H:81]2[OH:93])[CH:51]=[CH:50][CH:49]=[CH:48][CH:47]=1.[NH:100]1[C:104]2[CH:105]=[CH:106][CH:107]=[CH:108][C:103]=2[N:102]=[C:101]1[CH2:109]CN, predict the reaction product. The product is: [ClH:45].[NH:100]1[C:104]2[CH:105]=[CH:106][CH:107]=[CH:108][C:103]=2[N:102]=[C:101]1[CH2:109][CH2:73][NH:72][C:70]([NH:69][C@@H:66]1[CH2:67][CH2:68][N:64]([C:62]2[N:61]=[C:60]3[C:56]([N:57]=[CH:58][N:59]3[C@@H:80]3[CH2:84][C@H:83]([N:85]4[N:89]=[N:88][C:87]([CH2:90][CH3:91])=[N:86]4)[C@@H:82]([OH:92])[C@H:81]3[OH:93])=[C:55]([NH:54][CH2:53][CH:52]([C:94]3[CH:99]=[CH:98][CH:97]=[CH:96][CH:95]=3)[C:46]3[CH:47]=[CH:48][CH:49]=[CH:50][CH:51]=3)[N:63]=2)[CH2:65]1)=[O:71]. (2) Given the reactants C[C:2]1[CH:7]=[CH:6][N:5]=[CH:4][C:3]=1[C:8]1[CH:9]=[CH:10][C:11]2[N:18]3[CH2:19][C@H:14]([CH2:15][CH2:16][CH2:17]3)[NH:13][C:12]=2[N:20]=1.N1C2N[C@@H]3CN(C=2C=C[C:22]=1C1C=C(N2CCOCC2)C=CC=1)CCC3.B(O)O, predict the reaction product. The product is: [CH3:22][C:7]1[CH:2]=[C:3]([C:8]2[CH:9]=[CH:10][C:11]3[N:18]4[CH2:19][C@H:14]([CH2:15][CH2:16][CH2:17]4)[NH:13][C:12]=3[N:20]=2)[CH:4]=[N:5][CH:6]=1. (3) The product is: [O:1]1[C:8]2[CH:7]=[C:6]([C:9]([O:11][CH:16]([O:15][C:12](=[O:14])[CH3:13])[CH:17]([CH3:19])[CH3:18])=[O:10])[NH:5][C:4]=2[CH:3]=[CH:2]1. Given the reactants [O:1]1[C:8]2[CH:7]=[C:6]([C:9]([OH:11])=[O:10])[NH:5][C:4]=2[CH:3]=[CH:2]1.[C:12]([O:15][CH:16](Cl)[CH:17]([CH3:19])[CH3:18])(=[O:14])[CH3:13], predict the reaction product. (4) Given the reactants [CH3:1][NH:2][CH3:3].[CH2:4]([C:11]1([CH2:18][N:19]([CH3:21])[CH3:20])[CH2:16][CH2:15][C:14](=O)[CH2:13][CH2:12]1)[C:5]1[CH:10]=[CH:9][CH:8]=[CH:7][CH:6]=1.[C-:22]#[N:23].[K+].Cl, predict the reaction product. The product is: [CH2:4]([C:11]1([CH2:18][N:19]([CH3:21])[CH3:20])[CH2:16][CH2:15][C:14]([N:2]([CH3:3])[CH3:1])([C:22]#[N:23])[CH2:13][CH2:12]1)[C:5]1[CH:10]=[CH:9][CH:8]=[CH:7][CH:6]=1. (5) Given the reactants [Br:1][C:2]1[CH:3]=[C:4]([F:11])[C:5]([C:8](N)=[O:9])=[N:6][CH:7]=1.[OH-:12].[Na+], predict the reaction product. The product is: [Br:1][C:2]1[CH:3]=[C:4]([F:11])[C:5]([C:8]([OH:12])=[O:9])=[N:6][CH:7]=1. (6) Given the reactants Br[C:2]1[CH:3]=[C:4]([C:8]([N:10]=[S:11]([C:14]2[CH:15]=[C:16]([CH2:20][C:21]([O:23][CH3:24])=[O:22])[CH:17]=[CH:18][CH:19]=2)([CH3:13])=[O:12])=[O:9])[CH:5]=[N:6][CH:7]=1.[C:25]([C:27]1[CH:28]=[C:29]([NH:33][C:34]([C:36]2[N:40]([CH3:41])[N:39]=[C:38]([CH3:42])[CH:37]=2)=[O:35])[CH:30]=[CH:31][CH:32]=1)#[CH:26], predict the reaction product. The product is: [CH3:41][N:40]1[C:36]([C:34]([NH:33][C:29]2[CH:28]=[C:27]([C:25]#[C:26][C:2]3[CH:3]=[C:4]([C:8]([N:10]=[S:11]([C:14]4[CH:15]=[C:16]([CH2:20][C:21]([O:23][CH3:24])=[O:22])[CH:17]=[CH:18][CH:19]=4)([CH3:13])=[O:12])=[O:9])[CH:5]=[N:6][CH:7]=3)[CH:32]=[CH:31][CH:30]=2)=[O:35])=[CH:37][C:38]([CH3:42])=[N:39]1.